This data is from Forward reaction prediction with 1.9M reactions from USPTO patents (1976-2016). The task is: Predict the product of the given reaction. (1) Given the reactants [Br:1][C:2]1[CH:3]=[C:4]([C:8]2([C:13]#[N:14])[CH2:11][C:10](=[O:12])[CH2:9]2)[CH:5]=[CH:6][CH:7]=1.[BH4-].[Na+], predict the reaction product. The product is: [Br:1][C:2]1[CH:3]=[C:4]([C:8]2([C:13]#[N:14])[CH2:11][CH:10]([OH:12])[CH2:9]2)[CH:5]=[CH:6][CH:7]=1. (2) Given the reactants [H-].[Na+].[CH2:3]1[CH2:14][C:13]2[C:8](=[CH:9][CH:10]=[CH:11][CH:12]=2)[C:6](=[O:7])[CH2:5][CH2:4]1.[C:15](=O)([O:18]C)[O:16][CH3:17], predict the reaction product. The product is: [O:7]=[C:6]1[C:8]2[CH:9]=[CH:10][CH:11]=[CH:12][C:13]=2[CH2:14][CH2:3][CH2:4][CH:5]1[C:15]([O:16][CH3:17])=[O:18].